Task: Regression. Given two drug SMILES strings and cell line genomic features, predict the synergy score measuring deviation from expected non-interaction effect.. Dataset: Merck oncology drug combination screen with 23,052 pairs across 39 cell lines (1) Cell line: CAOV3. Synergy scores: synergy=-7.95. Drug 2: C#Cc1cccc(Nc2ncnc3cc(OCCOC)c(OCCOC)cc23)c1. Drug 1: O=c1[nH]cc(F)c(=O)[nH]1. (2) Drug 1: C=CCn1c(=O)c2cnc(Nc3ccc(N4CCN(C)CC4)cc3)nc2n1-c1cccc(C(C)(C)O)n1. Drug 2: O=C(NOCC(O)CO)c1ccc(F)c(F)c1Nc1ccc(I)cc1F. Cell line: ES2. Synergy scores: synergy=13.9. (3) Drug 1: C=CCn1c(=O)c2cnc(Nc3ccc(N4CCN(C)CC4)cc3)nc2n1-c1cccc(C(C)(C)O)n1. Drug 2: Cn1cc(-c2cnn3c(N)c(Br)c(C4CCCNC4)nc23)cn1. Cell line: SW620. Synergy scores: synergy=26.5. (4) Drug 1: O=C(O)C1(Cc2cccc(Nc3nccs3)n2)CCC(Oc2cccc(Cl)c2F)CC1. Drug 2: C#Cc1cccc(Nc2ncnc3cc(OCCOC)c(OCCOC)cc23)c1. Cell line: UACC62. Synergy scores: synergy=31.4. (5) Synergy scores: synergy=21.2. Drug 1: C=CCn1c(=O)c2cnc(Nc3ccc(N4CCN(C)CC4)cc3)nc2n1-c1cccc(C(C)(C)O)n1. Drug 2: CCc1c2c(nc3ccc(O)cc13)-c1cc3c(c(=O)n1C2)COC(=O)C3(O)CC. Cell line: NCIH1650.